This data is from Full USPTO retrosynthesis dataset with 1.9M reactions from patents (1976-2016). The task is: Predict the reactants needed to synthesize the given product. (1) Given the product [Cl:9][C:10]1[CH:11]=[CH:12][CH:13]=[C:14]2[C:19]=1[N:18]=[CH:17][C:16]([S:32][C:29]1[CH:30]=[CH:31][C:26]([F:25])=[CH:27][CH:28]=1)=[CH:15]2, predict the reactants needed to synthesize it. The reactants are: P([O-])([O-])([O-])=O.[K+].[K+].[K+].[Cl:9][C:10]1[CH:11]=[CH:12][CH:13]=[C:14]2[C:19]=1[N:18]=[CH:17][C:16](I)=[CH:15]2.C(O)CO.[F:25][C:26]1[CH:31]=[CH:30][C:29]([SH:32])=[CH:28][CH:27]=1. (2) Given the product [F:1][C:2]1[CH:10]=[CH:9][C:8]([C:11]2[CH:16]=[CH:15][CH:14]=[C:13]([F:17])[CH:12]=2)=[CH:7][C:3]=1[C:4]([N:21]([O:20][CH3:19])[CH3:22])=[O:5], predict the reactants needed to synthesize it. The reactants are: [F:1][C:2]1[CH:10]=[CH:9][C:8]([C:11]2[CH:16]=[CH:15][CH:14]=[C:13]([F:17])[CH:12]=2)=[CH:7][C:3]=1[C:4](O)=[O:5].Cl.[CH3:19][O:20][NH:21][CH3:22].C(N(CC)CC)C.C1C=CC2N(O)N=NC=2C=1.C(Cl)CCl. (3) Given the product [F:1][C:2]1[C:7]2[C:8]([C:14]3[CH:19]=[CH:18][C:17]([F:20])=[CH:16][CH:15]=3)=[N:9][C:10]([CH3:13])([CH3:12])[O:11][C:6]=2[CH:5]=[C:4]([NH2:21])[CH:3]=1, predict the reactants needed to synthesize it. The reactants are: [F:1][C:2]1[C:7]2[C:8]([C:14]3[CH:19]=[CH:18][C:17]([F:20])=[CH:16][CH:15]=3)=[N:9][C:10]([CH3:13])([CH3:12])[O:11][C:6]=2[CH:5]=[C:4]([NH:21]C(=O)OC(C)(C)C)[CH:3]=1.C(=O)(O)[O-].[Na+]. (4) Given the product [F:1][C:2]1[CH:3]=[CH:4][C:5]([N:8]2[C:12]3([CH2:17][CH2:16][N:15]([CH2:18][CH2:19][CH2:20][N:21]4[C:25]5[CH:26]=[CH:27][CH:28]=[CH:29][C:24]=5[NH:23][C:22]4=[O:30])[CH2:14][CH2:13]3)[C:11](=[O:31])[N:10]([CH2:32][C:33]3[CH:34]=[C:35]([CH:40]=[CH:41][CH:42]=3)[C:36]([OH:38])=[O:37])[CH2:9]2)=[CH:6][CH:7]=1, predict the reactants needed to synthesize it. The reactants are: [F:1][C:2]1[CH:7]=[CH:6][C:5]([N:8]2[C:12]3([CH2:17][CH2:16][N:15]([CH2:18][CH2:19][CH2:20][N:21]4[C:25]5[CH:26]=[CH:27][CH:28]=[CH:29][C:24]=5[NH:23][C:22]4=[O:30])[CH2:14][CH2:13]3)[C:11](=[O:31])[N:10]([CH2:32][C:33]3[CH:34]=[C:35]([CH:40]=[CH:41][CH:42]=3)[C:36]([O:38]C)=[O:37])[CH2:9]2)=[CH:4][CH:3]=1.O.[OH-].[Li+]. (5) The reactants are: C(O[C:4](=[O:21])[CH2:5][C:6]([CH:8]1[CH2:13][CH2:12][N:11]([C:14]([O:16][C:17]([CH3:20])([CH3:19])[CH3:18])=[O:15])[CH2:10][CH2:9]1)=O)C.[F:22][C:23]1[CH:24]=[C:25]2[NH:31][N:30]=[C:29]([NH2:32])[C:26]2=[N:27][CH:28]=1.P([O-])([O-])([O-])=O.[K+].[K+].[K+]. Given the product [F:22][C:23]1[CH:28]=[N:27][C:26]2[C:25](=[N:31][N:30]3[C:6]([CH:8]4[CH2:9][CH2:10][N:11]([C:14]([O:16][C:17]([CH3:18])([CH3:19])[CH3:20])=[O:15])[CH2:12][CH2:13]4)=[CH:5][C:4](=[O:21])[NH:32][C:29]3=2)[CH:24]=1, predict the reactants needed to synthesize it. (6) Given the product [CH3:1][O:2][C:3](=[O:19])[CH:4]([C:5]1[CH:10]=[CH:9][CH:8]=[CH:7][C:6]=1[F:11])[C:12]1[CH:17]=[CH:16][C:15]([B:20]2[O:24][C:23]([CH3:26])([CH3:25])[C:22]([CH3:28])([CH3:27])[O:21]2)=[CH:14][CH:13]=1, predict the reactants needed to synthesize it. The reactants are: [CH3:1][O:2][C:3](=[O:19])[CH:4]([C:12]1[CH:17]=[CH:16][C:15](Br)=[CH:14][CH:13]=1)[C:5]1[CH:10]=[CH:9][CH:8]=[CH:7][C:6]=1[F:11].[B:20]1([B:20]2[O:24][C:23]([CH3:26])([CH3:25])[C:22]([CH3:28])([CH3:27])[O:21]2)[O:24][C:23]([CH3:26])([CH3:25])[C:22]([CH3:28])([CH3:27])[O:21]1.[F-].[Cs+].O. (7) Given the product [C:1]1([C:7]2[CH:12]=[C:11]([CH2:13][S:14]([N:17]3[CH2:22][C@H:21]([CH3:23])[NH:20][C@H:19]([CH3:24])[CH2:18]3)(=[O:16])=[O:15])[CH:10]=[CH:9][C:8]=2[NH:25][C:66]([C:55]2[N:56]([CH2:58][O:59][CH2:60][CH2:61][Si:62]([CH3:65])([CH3:64])[CH3:63])[CH:57]=[C:53]([C:51]#[N:52])[N:54]=2)=[O:67])[CH2:6][CH2:5][CH2:4][CH2:3][CH:2]=1, predict the reactants needed to synthesize it. The reactants are: [C:1]1([C:7]2[CH:12]=[C:11]([CH2:13][S:14]([N:17]3[CH2:22][C@H:21]([CH3:23])[NH:20][C@H:19]([CH3:24])[CH2:18]3)(=[O:16])=[O:15])[CH:10]=[CH:9][C:8]=2[NH2:25])[CH2:6][CH2:5][CH2:4][CH2:3][CH:2]=1.C1CN([P+](Br)(N2CCCC2)N2CCCC2)CC1.F[P-](F)(F)(F)(F)F.[K+].[C:51]([C:53]1[N:54]=[C:55]([C:66]([O-])=[O:67])[N:56]([CH2:58][O:59][CH2:60][CH2:61][Si:62]([CH3:65])([CH3:64])[CH3:63])[CH:57]=1)#[N:52].CCN(C(C)C)C(C)C. (8) Given the product [C:26]([CH2:25][N:18]([C:19]1[CH:24]=[CH:23][CH:22]=[CH:21][CH:20]=1)[C:17]([CH2:16][O:15][C:13]1[C:12]2[C:7](=[CH:8][C:9]([Cl:33])=[CH:10][C:11]=2[Cl:32])[CH:6]=[C:5]([C:3]([OH:4])=[O:2])[CH:14]=1)=[O:31])([OH:28])=[O:27], predict the reactants needed to synthesize it. The reactants are: C[O:2][C:3]([C:5]1[CH:14]=[C:13]([O:15][CH2:16][C:17](=[O:31])[N:18]([CH2:25][C:26]([O:28]CC)=[O:27])[C:19]2[CH:24]=[CH:23][CH:22]=[CH:21][CH:20]=2)[C:12]2[C:7](=[CH:8][C:9]([Cl:33])=[CH:10][C:11]=2[Cl:32])[CH:6]=1)=[O:4].[Li+].[OH-]. (9) Given the product [Cl:1][C:2]1[N:7]=[C:6]([NH:12][C@H:13]([CH2:14][CH:15]([CH3:17])[CH3:16])[C:18]([NH2:20])=[O:19])[CH:5]=[N:4][C:3]=1[C:9]#[N:10], predict the reactants needed to synthesize it. The reactants are: [Cl:1][C:2]1[C:3]([C:9]#[N:10])=[N:4][CH:5]=[C:6](Cl)[N:7]=1.Cl.[NH2:12][C@@H:13]([C:18]([NH2:20])=[O:19])[CH2:14][CH:15]([CH3:17])[CH3:16].CCN(C(C)C)C(C)C.O.